This data is from Forward reaction prediction with 1.9M reactions from USPTO patents (1976-2016). The task is: Predict the product of the given reaction. (1) Given the reactants [CH3:1][O:2][CH2:3][C:4]([N:6]1[CH2:10][CH2:9][CH2:8][C@@H:7]1[CH2:11][O:12][C:13]1[CH:22]=[CH:21][CH:20]=[C:19]2[C:14]=1[C:15]([NH:23][C:24]1[CH:29]=[CH:28][C:27]([OH:30])=[C:26]([CH3:31])[CH:25]=1)=[N:16][CH:17]=[N:18]2)=[O:5].Cl.Cl[CH2:34][C:35]1[N:36]=[CH:37][S:38][CH:39]=1, predict the reaction product. The product is: [CH3:1][O:2][CH2:3][C:4]([N:6]1[CH2:10][CH2:9][CH2:8][C@@H:7]1[CH2:11][O:12][C:13]1[CH:22]=[CH:21][CH:20]=[C:19]2[C:14]=1[C:15]([NH:23][C:24]1[CH:29]=[CH:28][C:27]([O:30][CH2:34][C:35]3[N:36]=[CH:37][S:38][CH:39]=3)=[C:26]([CH3:31])[CH:25]=1)=[N:16][CH:17]=[N:18]2)=[O:5]. (2) Given the reactants [CH2:1]([SH:10])[CH2:2][CH2:3][CH2:4][CH2:5][CH2:6][CH2:7][CH2:8][CH3:9].[H-].[Na+].CCO[C:16]([CH3:18])=[O:17].[CH3:19][CH2:20][CH2:21]CCC.C[N:26](C=O)C, predict the reaction product. The product is: [CH2:1]([S:10][CH2:19][CH:20]1[NH:26][C:16](=[O:17])[CH2:18][CH2:21]1)[CH2:2][CH2:3][CH2:4][CH2:5][CH2:6][CH2:7][CH2:8][CH3:9]. (3) Given the reactants Cl.CO[C:4](=O)[C@@H:5]([CH2:11][OH:12])[NH:6][CH2:7][CH:8]([CH3:10])[CH3:9].O=S(Cl)Cl.[CH3:18][C:19]1[CH:24]=[C:23]([N+:25]([O-:27])=[O:26])[CH:22]=[CH:21][C:20]=1[N:28]=[C:29]=[S:30], predict the reaction product. The product is: [CH2:7]([N:6]1[C:5](=[CH2:4])[C:11](=[O:12])[S:30][C:29]1=[N:28][C:20]1[CH:21]=[CH:22][C:23]([N+:25]([O-:27])=[O:26])=[CH:24][C:19]=1[CH3:18])[CH:8]([CH3:10])[CH3:9]. (4) Given the reactants [NH2:1][C:2]1[CH:7]=[CH:6][C:5]([S:8][CH:9]2[CH2:14][CH2:13][N:12](C(OC(C)(C)C)=O)[CH2:11][CH2:10]2)=[CH:4][CH:3]=1.FC(F)(F)C(O)=O, predict the reaction product. The product is: [NH:12]1[CH2:11][CH2:10][CH:9]([S:8][C:5]2[CH:6]=[CH:7][C:2]([NH2:1])=[CH:3][CH:4]=2)[CH2:14][CH2:13]1.